From a dataset of Full USPTO retrosynthesis dataset with 1.9M reactions from patents (1976-2016). Predict the reactants needed to synthesize the given product. (1) Given the product [F:1][C:2]1[CH:3]=[C:4]([CH:29]=[C:30]([N:32]2[CH2:37][CH2:36][O:35][CH2:34][CH2:33]2)[CH:31]=1)[C:5]([NH:7][C:8]1[C:17]2[C:12](=[CH:13][CH:14]=[CH:15][CH:16]=2)[C:11]([O:18][C:19]2[CH:24]=[CH:23][N:22]=[C:21]([NH:42][CH2:38][CH:39]([CH3:41])[CH3:40])[N:20]=2)=[CH:10][CH:9]=1)=[O:6], predict the reactants needed to synthesize it. The reactants are: [F:1][C:2]1[CH:3]=[C:4]([CH:29]=[C:30]([N:32]2[CH2:37][CH2:36][O:35][CH2:34][CH2:33]2)[CH:31]=1)[C:5]([NH:7][C:8]1[C:17]2[C:12](=[CH:13][CH:14]=[CH:15][CH:16]=2)[C:11]([O:18][C:19]2[CH:24]=[CH:23][N:22]=[C:21](S(C)(=O)=O)[N:20]=2)=[CH:10][CH:9]=1)=[O:6].[CH2:38]([NH2:42])[CH:39]([CH3:41])[CH3:40]. (2) Given the product [NH2:1][C:2]1[C:7]([C:8]([NH:10][CH3:11])=[O:9])=[C:6]([Cl:27])[C:5]([Br:13])=[CH:4][CH:3]=1, predict the reactants needed to synthesize it. The reactants are: [NH2:1][C:2]1[C:7]([C:8]([NH:10][CH3:11])=[O:9])=[C:6](F)[C:5]([Br:13])=[CH:4][CH:3]=1.FC1C2C(=O)OC(=O)NC=2C=CC=1.[Cl:27]C1C2C(=O)OC(=O)NC=2C=CC=1. (3) The reactants are: C(OC([NH:8][C@@H:9]([CH2:38][C:39]#[CH:40])[C:10]([NH:12][CH2:13][CH2:14][CH2:15][C:16]#[C:17][C:18]1[CH:19]=[C:20]([CH:35]=[CH:36][CH:37]=1)[O:21][CH:22]1[CH2:27][CH2:26][N:25](C(OC(C)(C)C)=O)[CH2:24][CH2:23]1)=[O:11])=O)(C)(C)C.[C:41]([OH:47])([C:43]([F:46])([F:45])[F:44])=[O:42]. Given the product [NH2:8][C@@H:9]([CH2:38][C:39]#[CH:40])[C:10]([NH:12][CH2:13][CH2:14][CH2:15][C:16]#[C:17][C:18]1[CH:37]=[CH:36][CH:35]=[C:20]([O:21][CH:22]2[CH2:27][CH2:26][NH:25][CH2:24][CH2:23]2)[CH:19]=1)=[O:11].[C:41]([OH:47])([C:43]([F:46])([F:45])[F:44])=[O:42], predict the reactants needed to synthesize it. (4) Given the product [Cl:13][C:14]1[C:22]([Cl:23])=[C:21]2[C:17]([CH2:18][C:19]([CH3:31])([C:25]3[CH:26]=[CH:27][CH:28]=[CH:29][CH:30]=3)[C:20]2=[O:24])=[CH:16][C:15]=1[O:32][CH2:4][C:5]1[CH:6]=[C:7]([C:8]2[CH:7]=[CH:6][C:5]([C:4]([OH:3])=[O:12])=[CH:10][CH:9]=2)[CH:8]=[CH:9][CH:10]=1, predict the reactants needed to synthesize it. The reactants are: C([O:3][C:4](=[O:12])[C:5]1[CH:10]=[CH:9][C:8](I)=[CH:7][CH:6]=1)C.[Cl:13][C:14]1[C:22]([Cl:23])=[C:21]2[C:17]([CH2:18][C:19]([CH3:31])([C:25]3[CH:30]=[CH:29][CH:28]=[CH:27][CH:26]=3)[C:20]2=[O:24])=[CH:16][C:15]=1[OH:32]. (5) Given the product [CH3:28][C:11]1[N:10]=[C:9]([C:8]2[C:3](=[O:2])[NH:4][C:5]([NH:29][CH2:30][C:31]([CH3:34])([CH3:32])[CH3:33])=[N:6][CH:7]=2)[CH:14]=[CH:13][C:12]=1[O:15][C:16]1[CH:21]=[CH:20][N:19]=[C:18]([C:22]2[CH:23]=[N:24][N:25]([CH3:27])[CH:26]=2)[CH:17]=1, predict the reactants needed to synthesize it. The reactants are: C[O:2][C:3]1[C:8]([C:9]2[CH:14]=[CH:13][C:12]([O:15][C:16]3[CH:21]=[CH:20][N:19]=[C:18]([C:22]4[CH:23]=[N:24][N:25]([CH3:27])[CH:26]=4)[CH:17]=3)=[C:11]([CH3:28])[N:10]=2)=[CH:7][N:6]=[C:5]([NH:29][CH2:30][C:31]([CH3:34])([CH3:33])[CH3:32])[N:4]=1.Br.CCOC(C)=O. (6) Given the product [N+:1]([C:4]1([CH2:12][OH:10])[CH2:9][CH2:8][CH2:7][CH2:6][CH2:5]1)([O-:3])=[O:2], predict the reactants needed to synthesize it. The reactants are: [N+:1]([CH:4]1[CH2:9][CH2:8][CH2:7][CH2:6][CH2:5]1)([O-:3])=[O:2].[OH-:10].[Na+].[CH2:12]=O.Cl. (7) Given the product [CH2:14]([C:16]1[CH:21]=[CH:20][CH:19]=[C:18]([CH2:22][CH3:23])[C:17]=1[C:24]1[CH:29]=[CH:28][CH:27]=[C:26]([CH2:30][O:1][C:2]2[CH:3]=[CH:4][C:5]([CH2:8][CH2:9][C:10]([O:12][CH3:13])=[O:11])=[CH:6][CH:7]=2)[CH:25]=1)[CH3:15], predict the reactants needed to synthesize it. The reactants are: [OH:1][C:2]1[CH:7]=[CH:6][C:5]([CH2:8][CH2:9][C:10]([O:12][CH3:13])=[O:11])=[CH:4][CH:3]=1.[CH2:14]([C:16]1[CH:21]=[CH:20][CH:19]=[C:18]([CH2:22][CH3:23])[C:17]=1[C:24]1[CH:29]=[CH:28][CH:27]=[C:26]([CH2:30]O)[CH:25]=1)[CH3:15]. (8) Given the product [CH3:19][N:17]1[CH:18]=[C:14]([C:10]2[CH:9]=[C:8]([C:5]3[CH:4]=[C:3]([C:20]([F:23])([F:22])[F:21])[C:2]([C:33]4[CH:32]=[N:31][N:30]([CH:27]5[CH2:28][CH2:29][O:24][CH2:25][CH2:26]5)[CH:34]=4)=[CH:7][N:6]=3)[CH:13]=[CH:12][CH:11]=2)[CH:15]=[N:16]1, predict the reactants needed to synthesize it. The reactants are: Cl[C:2]1[C:3]([C:20]([F:23])([F:22])[F:21])=[CH:4][C:5]([C:8]2[CH:13]=[CH:12][CH:11]=[C:10]([C:14]3[CH:15]=[N:16][N:17]([CH3:19])[CH:18]=3)[CH:9]=2)=[N:6][CH:7]=1.[O:24]1[CH2:29][CH2:28][CH:27]([N:30]2[CH:34]=[C:33](B3OC(C)(C)C(C)(C)O3)[CH:32]=[N:31]2)[CH2:26][CH2:25]1.C(=O)([O-])[O-].[K+].[K+].